Task: Predict the reaction yield, written as a fraction of the theoretical maximum amount of product (1.0 means a 100% yield; for example, 0.34 means a 34% yield).. Dataset: Reaction yield outcomes from USPTO patents with 853,638 reactions (1) The reactants are [CH2:1]([O:8][C:9]1[CH:18]=[C:17]2[C:12]([C:13](=O)[N:14]=[CH:15][NH:16]2)=[CH:11][C:10]=1[F:20])[C:2]1[CH:7]=[CH:6][CH:5]=[CH:4][CH:3]=1.P(Cl)(Cl)([Cl:23])=O. No catalyst specified. The product is [CH2:1]([O:8][C:9]1[CH:18]=[C:17]2[C:12]([C:13]([Cl:23])=[N:14][CH:15]=[N:16]2)=[CH:11][C:10]=1[F:20])[C:2]1[CH:7]=[CH:6][CH:5]=[CH:4][CH:3]=1. The yield is 0.710. (2) The catalyst is O1CCCC1. The reactants are ClC(Cl)(Cl)[C:3]([N:5]=C=O)=[O:4].[NH2:10][C:11]1[NH:12][C:13]([C:19]2[CH:28]=[CH:27][C:26]3[C:21](=[CH:22][CH:23]=[CH:24][CH:25]=3)[CH:20]=2)=[CH:14][C:15]=1[C:16]([NH2:18])=[O:17].N.CO. The product is [NH2:5][C:3]([NH:10][C:11]1[NH:12][C:13]([C:19]2[CH:28]=[CH:27][C:26]3[C:21](=[CH:22][CH:23]=[CH:24][CH:25]=3)[CH:20]=2)=[CH:14][C:15]=1[C:16]([NH2:18])=[O:17])=[O:4]. The yield is 0.580. (3) The reactants are [CH3:1][Sn:2](Cl)([CH3:4])[CH3:3].C1COCC1.[Cl:11][C:12]1[CH:17]=[CH:16][C:15]([Mg]Br)=[CH:14][CH:13]=1.CCOCC. No catalyst specified. The product is [Cl:11][C:12]1[CH:17]=[CH:16][C:15]([Sn:2]([CH3:4])([CH3:3])[CH3:1])=[CH:14][CH:13]=1. The yield is 0.970.